This data is from Forward reaction prediction with 1.9M reactions from USPTO patents (1976-2016). The task is: Predict the product of the given reaction. Given the reactants Br[C:2]1[CH:7]=[CH:6][C:5]([NH:8][CH:9]2[CH2:14][CH2:13][N:12]([C:15]([O:17][C:18]([CH3:21])([CH3:20])[CH3:19])=[O:16])[CH2:11][CH2:10]2)=[CH:4][CH:3]=1.[CH3:22][C:23]1([CH3:39])[C:27]([CH3:29])([CH3:28])[O:26][B:25]([B:25]2[O:26][C:27]([CH3:29])([CH3:28])[C:23]([CH3:39])([CH3:22])[O:24]2)[O:24]1.C([O-])(=O)C.[K+].C(Cl)Cl, predict the reaction product. The product is: [CH3:22][C:23]1([CH3:39])[C:27]([CH3:29])([CH3:28])[O:26][B:25]([C:2]2[CH:7]=[CH:6][C:5]([NH:8][CH:9]3[CH2:14][CH2:13][N:12]([C:15]([O:17][C:18]([CH3:21])([CH3:20])[CH3:19])=[O:16])[CH2:11][CH2:10]3)=[CH:4][CH:3]=2)[O:24]1.